Dataset: Forward reaction prediction with 1.9M reactions from USPTO patents (1976-2016). Task: Predict the product of the given reaction. (1) Given the reactants Cl.[F:2][C:3]([F:24])([F:23])[C:4]1[CH:22]=[CH:21][CH:20]=[CH:19][C:5]=1[CH:6]([O:14][CH:15]1[CH2:18][NH:17][CH2:16]1)[C:7]1[CH:12]=[CH:11][C:10]([F:13])=[CH:9][CH:8]=1.C(=O)([O-])[O-].[CH:29]([N:32]=[C:33]=[O:34])([CH3:31])[CH3:30], predict the reaction product. The product is: [F:24][C:3]([F:2])([F:23])[C:4]1[CH:22]=[CH:21][CH:20]=[CH:19][C:5]=1[CH:6]([O:14][CH:15]1[CH2:18][N:17]([C:33]([NH:32][CH:29]([CH3:31])[CH3:30])=[O:34])[CH2:16]1)[C:7]1[CH:12]=[CH:11][C:10]([F:13])=[CH:9][CH:8]=1. (2) Given the reactants CO[C:3](=[O:21])[C:4]1[CH:9]=[C:8]([C:10]2[CH:15]=[N:14][CH:13]=[CH:12][N:11]=2)[C:7]([C:16]([F:19])([F:18])[F:17])=[CH:6][C:5]=1[NH2:20].ClC([O:25][C:26]1C=CC(Cl)=CC=1)=O.[CH3:33][S:34]([NH:37][NH2:38])(=[O:36])=[O:35].CCN(C(C)C)C(C)C, predict the reaction product. The product is: [O:25]=[C:26]1[N:38]([NH:37][S:34]([CH3:33])(=[O:36])=[O:35])[C:3](=[O:21])[C:4]2[C:5](=[CH:6][C:7]([C:16]([F:17])([F:18])[F:19])=[C:8]([C:10]3[CH:15]=[N:14][CH:13]=[CH:12][N:11]=3)[CH:9]=2)[NH:20]1. (3) Given the reactants Cl.[CH3:2][C@@H:3]1[N:8]([C:9]2[N:14]=[C:13]([C:15]3[CH:20]=[CH:19][CH:18]=[CH:17][C:16]=3[S:21]([CH3:24])(=[O:23])=[O:22])[N:12]=[C:11]([C:25]3[CH:31]=[CH:30][C:28]([NH2:29])=[CH:27][CH:26]=3)[N:10]=2)[CH2:7][CH2:6][O:5][CH2:4]1.ClC(Cl)(O[C:36](=[O:42])OC(Cl)(Cl)Cl)Cl.[NH2:44][C:45]1[CH:46]=[N:47][CH:48]=[CH:49][CH:50]=1, predict the reaction product. The product is: [CH3:2][C@@H:3]1[N:8]([C:9]2[N:14]=[C:13]([C:15]3[CH:20]=[CH:19][CH:18]=[CH:17][C:16]=3[S:21]([CH3:24])(=[O:23])=[O:22])[N:12]=[C:11]([C:25]3[CH:26]=[CH:27][C:28]([NH:29][C:36]([NH:44][C:45]4[CH:46]=[N:47][CH:48]=[CH:49][CH:50]=4)=[O:42])=[CH:30][CH:31]=3)[N:10]=2)[CH2:7][CH2:6][O:5][CH2:4]1. (4) Given the reactants [N:1]12[CH2:4][CH:3]1[CH2:2]2.Br.BrC(CBr)CN.[NH:12]1[CH2:17][CH2:16][O:15][CH2:14][CH2:13]1.S(=O)(=O)(O)O.[OH-].[Ca+2].[OH-], predict the reaction product. The product is: [NH:1]1[CH2:4][CH:3]([N:12]2[CH2:17][CH2:16][O:15][CH2:14][CH2:13]2)[CH2:2]1. (5) The product is: [CH3:32][C:33]([CH3:46])([CH3:45])[C:34]#[C:35][C:2]1[C:23]([O:24][CH2:25][CH2:26][O:27][CH2:28][CH2:29][O:30][CH3:31])=[CH:22][C:5]([C:6]([NH:8][S:9]([C:12]2[CH:17]=[CH:16][CH:15]=[CH:14][C:13]=2[S:18](=[O:21])(=[O:20])[NH2:19])(=[O:11])=[O:10])=[O:7])=[CH:4][N:3]=1. Given the reactants Cl[C:2]1[C:23]([O:24][CH2:25][CH2:26][O:27][CH2:28][CH2:29][O:30][CH3:31])=[CH:22][C:5]([C:6]([NH:8][S:9]([C:12]2[CH:17]=[CH:16][CH:15]=[CH:14][C:13]=2[S:18](=[O:21])(=[O:20])[NH2:19])(=[O:11])=[O:10])=[O:7])=[CH:4][N:3]=1.[CH3:32][C:33]([CH3:46])([CH3:45])[C:34]#[C:35]B(OC(C)C)OC(C)C.C(=O)([O-])[O-].[Na+].[Na+], predict the reaction product. (6) Given the reactants O[CH:2]1[CH2:5][N:4]([C:6]([O:8][C:9]([CH3:12])([CH3:11])[CH3:10])=[O:7])[CH2:3]1.N1C=CN=C1.C1(P(C2C=CC=CC=2)C2C=CC=CC=2)C=CC=CC=1.[I:37]I.C(=O)(O)[O-].[Na+], predict the reaction product. The product is: [I:37][CH:2]1[CH2:5][N:4]([C:6]([O:8][C:9]([CH3:12])([CH3:11])[CH3:10])=[O:7])[CH2:3]1. (7) Given the reactants [F:1][C:2]([F:35])([F:34])[C:3]1([C:28]2[CH:33]=[CH:32][CH:31]=[CH:30][CH:29]=2)[C:11]2[C:6](=[CH:7][C:8]([O:26][CH3:27])=[C:9]([CH2:12][NH:13][C@H:14]3[CH2:19][CH2:18][CH2:17][NH:16][C@H:15]3[C:20]3[CH:25]=[CH:24][CH:23]=[CH:22][CH:21]=3)[CH:10]=2)[CH2:5][O:4]1.[ClH:36].CO, predict the reaction product. The product is: [ClH:36].[ClH:36].[CH3:27][O:26][C:8]1[CH:7]=[C:6]2[C:11]([C:3]([C:28]3[CH:29]=[CH:30][CH:31]=[CH:32][CH:33]=3)([C:2]([F:35])([F:1])[F:34])[O:4][CH2:5]2)=[CH:10][C:9]=1[CH2:12][NH:13][C@H:14]1[CH2:19][CH2:18][CH2:17][NH:16][C@H:15]1[C:20]1[CH:25]=[CH:24][CH:23]=[CH:22][CH:21]=1. (8) Given the reactants FC(F)(F)C(O)=O.[NH2:8][C@H:9]([C:12]#[CH:13])[CH2:10][OH:11].S=[C:15]1[CH2:19][S:18][C:17](=[O:20])[NH:16]1.C(N(C(C)C)C(C)C)C, predict the reaction product. The product is: [OH:11][CH2:10][C@H:9]([NH:8][C:15]1[CH2:19][S:18][C:17](=[O:20])[N:16]=1)[C:12]#[CH:13]. (9) Given the reactants [CH3:1][C:2]1[CH:7]=[CH:6][CH:5]=[CH:4][C:3]=1[OH:8].C([O-])([O-])=O.[K+].[K+].[F:15][C:16]([F:26])([F:25])[C:17]1[CH:24]=[CH:23][C:20]([CH2:21]Br)=[CH:19][CH:18]=1.O, predict the reaction product. The product is: [CH3:1][C:2]1[CH:7]=[CH:6][CH:5]=[CH:4][C:3]=1[O:8][CH2:21][C:20]1[CH:19]=[CH:18][C:17]([C:16]([F:15])([F:25])[F:26])=[CH:24][CH:23]=1. (10) The product is: [C:1]([N:8]1[CH2:12][C@@H:11]([NH2:13])[CH2:10][C@H:9]1[C:16]([N:18]([CH3:20])[CH3:19])=[O:17])([O:3][C:4]([CH3:7])([CH3:6])[CH3:5])=[O:2]. Given the reactants [C:1]([N:8]1[CH2:12][C@@H:11]([N:13]=[N+]=[N-])[CH2:10][C@H:9]1[C:16]([N:18]([CH3:20])[CH3:19])=[O:17])([O:3][C:4]([CH3:7])([CH3:6])[CH3:5])=[O:2], predict the reaction product.